This data is from Reaction yield outcomes from USPTO patents with 853,638 reactions. The task is: Predict the reaction yield, written as a fraction of the theoretical maximum amount of product (1.0 means a 100% yield; for example, 0.34 means a 34% yield). (1) The reactants are [CH3:1][O:2][CH:3]([O:13][CH3:14])[CH2:4][C:5]1[N:12]=[CH:11][CH:10]=[CH:9][C:6]=1[C:7]#[N:8].C(=O)([O-])[O-:16].[Na+].[Na+].OO. The catalyst is CO. The product is [CH3:14][O:13][CH:3]([O:2][CH3:1])[CH2:4][C:5]1[N:12]=[CH:11][CH:10]=[CH:9][C:6]=1[C:7]([NH2:8])=[O:16]. The yield is 0.850. (2) The reactants are [CH3:1][O:2][C:3]1[CH:4]=[C:5]([C:9]([C:12]2[CH:17]=[CH:16][CH:15]=[C:14]([O:18][CH3:19])[CH:13]=2)(O)[CH3:10])[CH:6]=[CH:7][CH:8]=1.II. The product is [CH3:19][O:18][C:14]1[CH:13]=[C:12]([C:9]([C:5]2[CH:6]=[CH:7][CH:8]=[C:3]([O:2][CH3:1])[CH:4]=2)=[CH2:10])[CH:17]=[CH:16][CH:15]=1. The yield is 0.960. The catalyst is C(O)(=O)C.O. (3) The reactants are [CH3:1][O:2][C:3]([NH:5][CH:6]([C:10]([CH3:13])([CH3:12])[CH3:11])[C:7]([OH:9])=O)=[O:4].C1C=CC2N(O)N=NC=2C=1.Cl.Cl.Cl.[CH3:27][O:28][C:29](=[O:77])[NH:30][CH:31]([C:35]([N:37]1[CH:43]([C:44]2[NH:45][C:46]([C:49]3[CH:58]=[CH:57][C:56]4[C:51](=[CH:52][CH:53]=[C:54]([C:59]5[CH:64]=[CH:63][C:62]([C:65]6[NH:66][C:67]([CH:70]7[CH2:74][CH:73]([C:75]#[N:76])[CH2:72][NH:71]7)=[N:68][CH:69]=6)=[CH:61][CH:60]=5)[CH:55]=4)[CH:50]=3)=[CH:47][N:48]=2)[CH2:42][C:39]2([CH2:41][CH2:40]2)[CH2:38]1)=[O:36])[CH:32]([CH3:34])[CH3:33].CN1CCOCC1. The catalyst is CN(C=O)C.CCOC(C)=O. The product is [CH3:1][O:2][C:3](=[O:4])[NH:5][CH:6]([C:7]([N:71]1[CH2:72][CH:73]([C:75]#[N:76])[CH2:74][CH:70]1[C:67]1[NH:66][C:65]([C:62]2[CH:63]=[CH:64][C:59]([C:54]3[CH:53]=[CH:52][C:51]4[C:56](=[CH:57][CH:58]=[C:49]([C:46]5[NH:45][C:44]([CH:43]6[CH2:42][C:39]7([CH2:41][CH2:40]7)[CH2:38][N:37]6[C:35](=[O:36])[CH:31]([NH:30][C:29]([O:28][CH3:27])=[O:77])[CH:32]([CH3:34])[CH3:33])=[N:48][CH:47]=5)[CH:50]=4)[CH:55]=3)=[CH:60][CH:61]=2)=[CH:69][N:68]=1)=[O:9])[C:10]([CH3:13])([CH3:12])[CH3:11]. The yield is 0.450. (4) The reactants are [Br:1][C:2]1[CH:3]=[CH:4][C:5]([CH2:8][NH:9][CH2:10][C:11]([O:13][CH2:14][CH3:15])=[O:12])=[N:6][CH:7]=1.O.[O-:17][C:18]#[N:19].[K+].C(O)(=O)C. The catalyst is O1CCOCC1. The product is [Br:1][C:2]1[CH:3]=[CH:4][C:5]([CH2:8][N:9]([CH2:10][C:11]([O:13][CH2:14][CH3:15])=[O:12])[C:18]([NH2:19])=[O:17])=[N:6][CH:7]=1. The yield is 0.840. (5) The reactants are [Cl:1][C:2]1[C:7]([F:8])=[CH:6][C:5]([CH3:9])=[CH:4][N:3]=1.[Br:10]N1C(=O)CCC1=O.C(OOC(=O)C1C=CC=CC=1)(=O)C1C=CC=CC=1. The catalyst is C(Cl)(Cl)(Cl)Cl. The product is [Br:10][CH2:9][C:5]1[CH:6]=[C:7]([F:8])[C:2]([Cl:1])=[N:3][CH:4]=1. The yield is 0.510. (6) The product is [Cl:5][C:6]1[CH:11]=[CH:10][N:9]=[C:8]2[CH:12]=[C:13]([C:15]([N:17]3[CH2:21][CH2:20][CH:19]([CH2:22][NH:23][CH3:24])[CH2:18]3)=[O:16])[S:14][C:7]=12. The reactants are [H-].[Na+].CI.[Cl:5][C:6]1[CH:11]=[CH:10][N:9]=[C:8]2[CH:12]=[C:13]([C:15]([N:17]3[CH2:21][CH2:20][CH:19]([CH2:22][NH:23][C:24](=O)OC(C)(C)C)[CH2:18]3)=[O:16])[S:14][C:7]=12.C(O)(C(F)(F)F)=O.C([O-])(O)=O.[Na+]. The catalyst is C1COCC1. The yield is 0.820. (7) The reactants are [F:1][C:2]1[CH:7]=[CH:6][C:5]([C@@H:8]2[N:17]=[C:16]([NH:18][O:19]C3CCCCO3)[C:15]3[C:14]([CH3:26])=[N:13][C:12]([NH2:27])=[N:11][C:10]=3[CH2:9]2)=[C:4]([C:28]2[CH:33]=[CH:32][CH:31]=[C:30]([O:34][CH3:35])[N:29]=2)[CH:3]=1.Cl. The catalyst is O1CCOCC1. The product is [NH2:27][C:12]1[N:13]=[C:14]([CH3:26])[C:15]2=[C:10]([CH2:9][C@H:8]([C:5]3[CH:6]=[CH:7][C:2]([F:1])=[CH:3][C:4]=3[C:28]3[CH:33]=[CH:32][CH:31]=[C:30]([O:34][CH3:35])[N:29]=3)[NH:17]/[C:16]/2=[N:18]\[OH:19])[N:11]=1. The yield is 0.635. (8) The reactants are CS(O)(=O)=O.[NH2:6][CH2:7][C:8]1[CH:9]=[C:10]2[C:14](=[CH:15][CH:16]=1)[C:13](=[O:17])[N:12]([CH:18]1[CH2:23][CH2:22][C:21](=[O:24])[NH:20][C:19]1=[O:25])[CH2:11]2.[CH2:26]([O:28][C:29]1[CH:34]=[CH:33][C:32]([N:35]=[C:36]=[O:37])=[CH:31][CH:30]=1)[CH3:27].C(N(CC)CC)C.Cl. The catalyst is CN(C)C=O. The product is [O:25]=[C:19]1[CH:18]([N:12]2[CH2:11][C:10]3[C:14](=[CH:15][CH:16]=[C:8]([CH2:7][NH:6][C:36]([NH:35][C:32]4[CH:33]=[CH:34][C:29]([O:28][CH2:26][CH3:27])=[CH:30][CH:31]=4)=[O:37])[CH:9]=3)[C:13]2=[O:17])[CH2:23][CH2:22][C:21](=[O:24])[NH:20]1. The yield is 1.00. (9) The reactants are Cl[C:2]1[N:10]=[CH:9][N:8]=[C:7]2[C:3]=1[N:4]=[CH:5][N:6]2[C@H:11]1[C@@H:15]2[O:16][C:17]([CH3:20])([CH3:19])[O:18][C@@H:14]2[C@@H:13]([CH2:21][OH:22])[O:12]1.C([O-])([O-])=O.[K+].[K+]. The catalyst is C1COCC1.[Pd]. The product is [CH3:19][C:17]1([CH3:20])[O:16][C@H:15]2[C@H:11]([N:6]3[CH:5]=[N:4][C:3]4[C:7]3=[N:8][CH:9]=[N:10][CH:2]=4)[O:12][C@H:13]([CH2:21][OH:22])[C@H:14]2[O:18]1. The yield is 0.950. (10) The reactants are [CH3:1][O:2][CH2:3][CH2:4][O:5][CH2:6][CH2:7][O:8][CH2:9][CH2:10][OH:11].[C:12](O)(=[O:15])[CH2:13][SH:14].C1(C)C=CC(S(O)(=O)=O)=CC=1.S([O-])([O-])(=O)=O.[Mg+2]. The catalyst is C1(C)C=CC=CC=1. The product is [SH:14][CH2:13][C:12]([O:11][CH2:10][CH2:9][O:8][CH2:7][CH2:6][O:5][CH2:4][CH2:3][O:2][CH3:1])=[O:15]. The yield is 0.700.